From a dataset of Peptide-MHC class II binding affinity with 134,281 pairs from IEDB. Regression. Given a peptide amino acid sequence and an MHC pseudo amino acid sequence, predict their binding affinity value. This is MHC class II binding data. (1) The peptide sequence is RPFFHPVGEADYFEYHQEGGPDGEPD. The MHC is DRB1_1301 with pseudo-sequence DRB1_1301. The binding affinity (normalized) is 0. (2) The peptide sequence is VRVPVPQLQPQNPSQQQPQ. The MHC is HLA-DQA10102-DQB10602 with pseudo-sequence HLA-DQA10102-DQB10602. The binding affinity (normalized) is 0.135. (3) The binding affinity (normalized) is 0.394. The MHC is DRB1_0802 with pseudo-sequence DRB1_0802. The peptide sequence is IAATAANAAPTNDKF. (4) The peptide sequence is GILQAYDLRDAPETP. The MHC is DRB1_0701 with pseudo-sequence DRB1_0701. The binding affinity (normalized) is 0.203. (5) The peptide sequence is GSLKTALTGAMRVTK. The MHC is HLA-DQA10102-DQB10501 with pseudo-sequence HLA-DQA10102-DQB10501. The binding affinity (normalized) is 0.657. (6) The peptide sequence is NQAFRNIVNMLHGVR. The MHC is HLA-DPA10201-DPB10501 with pseudo-sequence HLA-DPA10201-DPB10501. The binding affinity (normalized) is 0.353.